This data is from Reaction yield outcomes from USPTO patents with 853,638 reactions. The task is: Predict the reaction yield, written as a fraction of the theoretical maximum amount of product (1.0 means a 100% yield; for example, 0.34 means a 34% yield). (1) The reactants are Cl.C(N=C=NCCCN(C)C)C.O.ON1C2C=CC=CC=2N=N1.CN1CCOCC1.Cl.[F:32][C:33]1[CH:45]=[CH:44][C:36]([O:37][CH:38]2[CH2:43][CH2:42][NH:41][CH2:40][CH2:39]2)=[CH:35][CH:34]=1.[C:46]([O:50][C:51]([NH:53][C@@H:54]([C:58]([OH:61])([CH3:60])[CH3:59])[C:55](O)=[O:56])=[O:52])([CH3:49])([CH3:48])[CH3:47]. The catalyst is C(Cl)Cl. The product is [C:46]([O:50][C:51](=[O:52])[NH:53][C@H:54]([C:55]([N:41]1[CH2:40][CH2:39][CH:38]([O:37][C:36]2[CH:44]=[CH:45][C:33]([F:32])=[CH:34][CH:35]=2)[CH2:43][CH2:42]1)=[O:56])[C:58]([OH:61])([CH3:59])[CH3:60])([CH3:49])([CH3:47])[CH3:48]. The yield is 0.440. (2) The reactants are [Br:1][C:2]1[C:3]([O:11][CH3:12])=[C:4]2[C:8](=[CH:9][CH:10]=1)[NH:7][N:6]=[CH:5]2.[H-].[Na+].Cl[CH2:16][O:17][CH2:18][CH2:19][Si:20]([CH3:23])([CH3:22])[CH3:21]. The catalyst is C1COCC1. The product is [Br:1][C:2]1[C:3]([O:11][CH3:12])=[C:4]2[C:8](=[CH:9][CH:10]=1)[N:7]([CH2:16][O:17][CH2:18][CH2:19][Si:20]([CH3:23])([CH3:22])[CH3:21])[N:6]=[CH:5]2. The yield is 0.560. (3) The reactants are [H-].C([Al+]CC(C)C)C(C)C.C[O:12][C:13]([C@@H:15]1[CH:19]=[CH:18][CH2:17][N:16]1[C:20]([O:22][CH2:23][C:24]1[CH:29]=[CH:28][CH:27]=[CH:26][CH:25]=1)=[O:21])=O.C(C(C(C([O-])=O)O)O)([O-])=O.[Na+].[K+].S([O-])([O-])(=O)=O.[Mg+2]. The catalyst is C1COCC1.C(OCC)(=O)C. The product is [CH2:23]([O:22][C:20]([N:16]1[CH2:17][CH:18]=[CH:19][C@H:15]1[CH2:13][OH:12])=[O:21])[C:24]1[CH:29]=[CH:28][CH:27]=[CH:26][CH:25]=1. The yield is 0.360. (4) The reactants are O=O.[C:3]([O:7][C:8]([N:10]1[CH2:14][C:13]([C:15]2[CH:20]=[CH:19][CH:18]=[C:17]([F:21])[CH:16]=2)=[C:12]([C:22]([OH:24])=[O:23])[CH2:11]1)=[O:9])([CH3:6])([CH3:5])[CH3:4].C(N(CC)CC)C.[H][H]. The catalyst is COC(C)(C)C.CO. The product is [C:3]([O:7][C:8]([N:10]1[CH2:14][CH:13]([C:15]2[CH:20]=[CH:19][CH:18]=[C:17]([F:21])[CH:16]=2)[CH:12]([C:22]([OH:24])=[O:23])[CH2:11]1)=[O:9])([CH3:6])([CH3:4])[CH3:5]. The yield is 0.770.